This data is from Full USPTO retrosynthesis dataset with 1.9M reactions from patents (1976-2016). The task is: Predict the reactants needed to synthesize the given product. Given the product [C:15]1([C:21]2[C:29]3[S:28][C:27]4[C:30]([C:2]5[CH:3]=[CH:4][C:5]6[NH:6][C:7]7[C:12]([C:13]=6[CH:14]=5)=[CH:11][CH:10]=[CH:9][CH:8]=7)=[CH:31][CH:32]=[CH:33][C:26]=4[C:25]=3[CH:24]=[CH:23][CH:22]=2)[CH:16]=[CH:17][CH:18]=[CH:19][CH:20]=1, predict the reactants needed to synthesize it. The reactants are: Br[C:2]1[CH:3]=[CH:4][C:5]2[NH:6][C:7]3[C:12]([C:13]=2[CH:14]=1)=[CH:11][CH:10]=[CH:9][CH:8]=3.[C:15]1([C:21]2[C:29]3[S:28][C:27]4[C:30](B(O)O)=[CH:31][CH:32]=[CH:33][C:26]=4[C:25]=3[CH:24]=[CH:23][CH:22]=2)[CH:20]=[CH:19][CH:18]=[CH:17][CH:16]=1.CC1C=CC=CC=1P(C1C=CC=CC=1C)C1C=CC=CC=1C.C(=O)([O-])[O-].[Na+].[Na+].